The task is: Predict which catalyst facilitates the given reaction.. This data is from Catalyst prediction with 721,799 reactions and 888 catalyst types from USPTO. (1) Reactant: [Br:1][C:2]12[CH:9]([OH:10])[CH2:8][O:7][CH:3]1[O:4][CH2:5][CH2:6]2.C(OC=C)(=O)C.C([O-])(=O)C. Product: [Br:1][C@:2]12[C@@H:9]([OH:10])[CH2:8][O:7][C@H:3]1[O:4][CH2:5][CH2:6]2. The catalyst class is: 11. (2) Reactant: [CH3:1][O:2][C:3]1[CH:4]=[C:5]([CH:11]=[CH:12][C:13]=1[O:14][CH2:15][CH2:16][S:17]([CH3:20])(=[O:19])=[O:18])[C:6]([O:8]CC)=[O:7].OS(O)(=O)=O.CC(O)=O. Product: [CH3:1][O:2][C:3]1[CH:4]=[C:5]([CH:11]=[CH:12][C:13]=1[O:14][CH2:15][CH2:16][S:17]([CH3:20])(=[O:18])=[O:19])[C:6]([OH:8])=[O:7]. The catalyst class is: 6. (3) Reactant: Cl[C:2]1[N:7]=[C:6]([C:8]([C:10]2[CH:15]=[CH:14][CH:13]=[C:12]([C:16]([F:19])([F:18])[F:17])[CH:11]=2)=[O:9])[C:5]([CH3:20])=[CH:4][N:3]=1.[F:21][C:22]([F:29])([F:28])[C:23]1[CH:27]=[CH:26][NH:25][N:24]=1.C(=O)([O-])[O-].[K+].[K+]. Product: [CH3:20][C:5]1[C:6]([C:8]([C:10]2[CH:15]=[CH:14][CH:13]=[C:12]([C:16]([F:19])([F:18])[F:17])[CH:11]=2)=[O:9])=[N:7][C:2]([N:25]2[CH:26]=[CH:27][C:23]([C:22]([F:29])([F:28])[F:21])=[N:24]2)=[N:3][CH:4]=1. The catalyst class is: 10. (4) Reactant: [Cl:1][C:2]1[CH:37]=[CH:36][C:5]([CH2:6][CH2:7][NH:8][C:9]([C:11]2[CH:35]=[CH:34][C:14]([O:15][C:16]3[CH:21]=[CH:20][C:19]([CH2:22][C:23]([O:25]C(C)(C)C)=[O:24])=[CH:18][C:17]=3[CH2:30][N:31]([CH3:33])[CH3:32])=[CH:13][CH:12]=2)=[O:10])=[CH:4][CH:3]=1.C(O)(C(F)(F)F)=O. Product: [Cl:1][C:2]1[CH:3]=[CH:4][C:5]([CH2:6][CH2:7][NH:8][C:9]([C:11]2[CH:12]=[CH:13][C:14]([O:15][C:16]3[CH:21]=[CH:20][C:19]([CH2:22][C:23]([OH:25])=[O:24])=[CH:18][C:17]=3[CH2:30][N:31]([CH3:33])[CH3:32])=[CH:34][CH:35]=2)=[O:10])=[CH:36][CH:37]=1. The catalyst class is: 4.